From a dataset of Forward reaction prediction with 1.9M reactions from USPTO patents (1976-2016). Predict the product of the given reaction. (1) Given the reactants [C:1]([O:10][CH2:11][CH3:12])(=[O:9])[C:2]1[C:3](=[CH:5][CH:6]=[CH:7][CH:8]=1)[NH2:4].[Cl:13][O-].[Na+], predict the reaction product. The product is: [CH2:11]([O:10][C:1](=[O:9])[C:2]1[CH:8]=[C:7]([Cl:13])[CH:6]=[CH:5][C:3]=1[NH2:4])[CH3:12]. (2) Given the reactants [C:1]([N:5]1[C:29](=[O:30])[C:28]2[N:13]3[CH2:14][CH2:15][C:16]4[CH:17]=[C:18]([O:26][CH3:27])[C:19]([O:22][CH:23]([CH3:25])[CH3:24])=[CH:20][C:21]=4[C:12]3=[C:11](Br)[C:10]=2[CH2:9][O:8][CH2:7][CH2:6]1)([CH3:4])([CH3:3])[CH3:2].C([O-])([O-])=O.[K+].[K+].[N:38]1[CH:43]=[CH:42][CH:41]=[C:40](B(O)O)[CH:39]=1.[OH-].[Na+], predict the reaction product. The product is: [C:1]([N:5]1[C:29](=[O:30])[C:28]2[N:13]3[CH2:14][CH2:15][C:16]4[CH:17]=[C:18]([O:26][CH3:27])[C:19]([O:22][CH:23]([CH3:25])[CH3:24])=[CH:20][C:21]=4[C:12]3=[C:11]([C:40]3[CH:39]=[N:38][CH:43]=[CH:42][CH:41]=3)[C:10]=2[CH2:9][O:8][CH2:7][CH2:6]1)([CH3:4])([CH3:3])[CH3:2].